Dataset: Forward reaction prediction with 1.9M reactions from USPTO patents (1976-2016). Task: Predict the product of the given reaction. (1) Given the reactants [CH2:1]([N:8]1[C:13](=[O:14])[C:12]2[CH:15]=[C:16](Br)[O:17][C:11]=2[N:10]=[C:9]1[CH:19]([NH:22][CH2:23][CH2:24][N:25]([CH3:27])[CH3:26])[CH2:20][CH3:21])[C:2]1[CH:7]=[CH:6][CH:5]=[CH:4][CH:3]=1, predict the reaction product. The product is: [CH2:1]([N:8]1[C:13](=[O:14])[C:12]2[CH:15]=[CH:16][O:17][C:11]=2[N:10]=[C:9]1[CH:19]([NH:22][CH2:23][CH2:24][N:25]([CH3:27])[CH3:26])[CH2:20][CH3:21])[C:2]1[CH:3]=[CH:4][CH:5]=[CH:6][CH:7]=1. (2) Given the reactants BrC1C(F)=CC2OCCN3C(C(O)C4C=CC=C(C(F)(F)F)C=4)=C(C(O)=O)N=C3C=2C=1.[Br:32][C:33]1[C:34]([F:59])=[CH:35][C:36]2[O:42][CH2:41][CH2:40][N:39]3[C:43]([CH:50]([OH:57])[C:51]4[N:52]([CH3:56])[N:53]=[CH:54][CH:55]=4)=[C:44]([C:46]([O:48]C)=[O:47])[N:45]=[C:38]3[C:37]=2[CH:58]=1.[OH-].[Li+], predict the reaction product. The product is: [Br:32][C:33]1[C:34]([F:59])=[CH:35][C:36]2[O:42][CH2:41][CH2:40][N:39]3[C:43]([CH:50]([OH:57])[C:51]4[N:52]([CH3:56])[N:53]=[CH:54][CH:55]=4)=[C:44]([C:46]([OH:48])=[O:47])[N:45]=[C:38]3[C:37]=2[CH:58]=1. (3) Given the reactants [Cl:1][C:2]1[CH:3]=[C:4]([CH:14]=[CH:15][C:16]=1[F:17])[C:5]([N:7]1[CH2:12][CH2:11][C:10](=[O:13])[CH2:9][CH2:8]1)=[O:6].Cl[CH2:19][C:20]#[N:21].C, predict the reaction product. The product is: [Cl:1][C:2]1[CH:3]=[C:4]([CH:14]=[CH:15][C:16]=1[F:17])[C:5]([N:7]1[CH2:8][CH2:9][C:10]2([O:13][CH:19]2[C:20]#[N:21])[CH2:11][CH2:12]1)=[O:6]. (4) The product is: [CH:1]([C:9]1[CH:20]=[CH:19][C:12]([C:13]([CH2:15][C:16](=[O:18])[CH3:17])=[O:14])=[CH:11][CH:10]=1)=[CH2:2]. Given the reactants [CH2:1](N(CC)CC)[CH3:2].Br[C:9]1[CH:20]=[CH:19][C:12]([C:13]([CH2:15][C:16](=[O:18])[CH3:17])=[O:14])=[CH:11][CH:10]=1.C=C.Cl, predict the reaction product. (5) The product is: [N:9]([CH2:22][NH:21][C:19](=[O:20])[O:18][C:14]([CH3:15])([CH3:16])[CH3:17])=[C:5]=[O:4].[C:5]1([CH3:6])[CH:13]=[CH:12][CH:16]=[CH:14][CH:15]=1. Given the reactants ClC([O:4][CH2:5][CH3:6])=O.C([N:9]([CH2:12][CH3:13])CC)C.[C:14]([O:18][C:19]([NH:21][CH2:22]C(O)=O)=[O:20])([CH3:17])([CH3:16])[CH3:15].[N-]=[N+]=[N-].[Na+], predict the reaction product. (6) Given the reactants [Br:1][C:2]1[C:3]([F:11])=[C:4]([CH:8]=[CH:9][CH:10]=1)[C:5]([OH:7])=[O:6].[CH2:12](OC(OCC)OCC)C.C1(C)C=CC(S(O)(=O)=O)=CC=1, predict the reaction product. The product is: [Br:1][C:2]1[C:3]([F:11])=[C:4]([CH:8]=[CH:9][CH:10]=1)[C:5]([O:7][CH3:12])=[O:6]. (7) Given the reactants [CH3:1]C(C)CCN.[N:7]1[CH:8]=[CH:9][N:10]2[CH:15]=[CH:14][C:13]([CH2:16][NH:17][C:18]([C:20]3[CH:28]=[CH:27][C:23]([C:24](O)=[O:25])=[CH:22][CH:21]=3)=[O:19])=[CH:12][C:11]=12.[N+:29]([C:32]1C=C[C:35]([C:36]([OH:38])=O)=[CH:34][CH:33]=1)([O-])=O, predict the reaction product. The product is: [N:7]1[CH:8]=[CH:9][N:10]2[CH:15]=[CH:14][C:13]([CH2:16][NH:17][C:18](=[O:19])[C:20]3[CH:21]=[CH:22][C:23]([C:24]([N:29]4[CH2:32][CH2:33][CH2:34][C@@H:35]4[CH2:36][O:38][CH3:1])=[O:25])=[CH:27][CH:28]=3)=[CH:12][C:11]=12. (8) Given the reactants [Cl:1][C:2]1[CH:10]=[CH:9][CH:8]=[CH:7][C:3]=1[C:4](Cl)=[O:5].[NH2:11][CH2:12][C:13]([OH:15])=[O:14], predict the reaction product. The product is: [Cl:1][C:2]1[CH:10]=[CH:9][CH:8]=[CH:7][C:3]=1[C:4]([NH:11][CH2:12][C:13]([OH:15])=[O:14])=[O:5]. (9) The product is: [N:24]1[CH:29]=[CH:28][CH:27]=[C:26]([CH2:30][C:31]([NH:1][C:2]2[CH:7]=[CH:6][CH:5]=[C:4]([C:8]3[N:13]4[N:14]=[CH:15][C:16]([C:17]([C:19]5[S:20][CH:21]=[CH:22][CH:23]=5)=[O:18])=[C:12]4[N:11]=[CH:10][CH:9]=3)[CH:3]=2)=[O:32])[CH:25]=1. Given the reactants [NH2:1][C:2]1[CH:3]=[C:4]([C:8]2[N:13]3[N:14]=[CH:15][C:16]([C:17]([C:19]4[S:20][CH:21]=[CH:22][CH:23]=4)=[O:18])=[C:12]3[N:11]=[CH:10][CH:9]=2)[CH:5]=[CH:6][CH:7]=1.[N:24]1[CH:29]=[CH:28][CH:27]=[C:26]([CH2:30][C:31](O)=[O:32])[CH:25]=1, predict the reaction product. (10) Given the reactants [CH3:1][O:2][C:3]1[CH:8]=[CH:7][C:6]([C:9](=[O:11])[CH3:10])=[CH:5][C:4]=1[CH3:12].[C:13](=O)([O:17]CC)[O:14][CH2:15][CH3:16].C1OCCOC2C(=CC=CC=2)OCCOCCOC2C(=CC=CC=2)OC1.Cl, predict the reaction product. The product is: [CH2:15]([O:14][C:13](=[O:17])[CH2:10][C:9]([C:6]1[CH:7]=[CH:8][C:3]([O:2][CH3:1])=[C:4]([CH3:12])[CH:5]=1)=[O:11])[CH3:16].